From a dataset of Catalyst prediction with 721,799 reactions and 888 catalyst types from USPTO. Predict which catalyst facilitates the given reaction. (1) Reactant: C1(C(C2C=CC=CC=2)[N:8]2[CH2:11][CH:10]([CH:12]([C:17]3[CH:18]=[C:19]([CH:25]=[C:26]([F:28])[CH:27]=3)[C:20]([O:22][CH2:23][CH3:24])=[O:21])[C:13]([F:16])([CH3:15])[CH3:14])[CH2:9]2)C=CC=CC=1.OCC1(OC[C@@H](O)[C@@H](O)[C@H]1O)O.[H][H]. Product: [NH:8]1[CH2:11][CH:10]([CH:12]([C:17]2[CH:18]=[C:19]([CH:25]=[C:26]([F:28])[CH:27]=2)[C:20]([O:22][CH2:23][CH3:24])=[O:21])[C:13]([F:16])([CH3:15])[CH3:14])[CH2:9]1. The catalyst class is: 320. (2) Reactant: [N:1]1[CH:6]=[CH:5][CH:4]=[CH:3][C:2]=1[CH2:7][N:8]([CH2:13][CH2:14][CH2:15][CH2:16][CH2:17][CH2:18][CH2:19][CH2:20][NH:21]C(NC1C=CC(S(=O)(=O)N)=CC=1)=S)[CH2:9][C:10]([OH:12])=[O:11].C(OC(NCCCCCCCCN(CC1C=CC=CN=1)CC(OC(C)(C)C)=O)=O)(C)(C)C. Product: [NH2:21][CH2:20][CH2:19][CH2:18][CH2:17][CH2:16][CH2:15][CH2:14][CH2:13][N:8]([CH2:7][C:2]1[CH:3]=[CH:4][CH:5]=[CH:6][N:1]=1)[CH2:9][C:10]([OH:12])=[O:11]. The catalyst class is: 157. (3) Reactant: [CH3:1][C:2]1[CH:3]=[C:4]([CH:10]=[CH:11][CH:12]=1)[C:5]([CH2:7][C:8]#[N:9])=[O:6].[C:13]1([CH3:33])[CH:18]=[CH:17][C:16]([S:19](O[S:19]([C:16]2[CH:17]=[CH:18][C:13]([CH3:33])=[CH:14][CH:15]=2)(=[O:21])=[O:20])(=[O:21])=[O:20])=[CH:15][CH:14]=1. Product: [CH3:33][C:13]1[CH:18]=[CH:17][C:16]([S:19]([O:6]/[C:5](/[C:4]2[CH:3]=[C:2]([CH3:1])[CH:12]=[CH:11][CH:10]=2)=[CH:7]/[C:8]#[N:9])(=[O:21])=[O:20])=[CH:15][CH:14]=1. The catalyst class is: 2. (4) Reactant: C(OC(=O)N[C@@H:8]([CH2:19][C:20]1[C:28]2[C:23](=[CH:24][CH:25]=[C:26]([N+:29]([O-:31])=[O:30])[CH:27]=2)[NH:22][CH:21]=1)[C:9]([N:11]1[CH2:15][C@@H:14]([F:16])[CH2:13][C@H:12]1[C:17]#[N:18])=[O:10])(C)(C)C.F[C:34](F)(F)C(O)=O. Product: [F:16][C@@H:14]1[CH2:15][N:11]([C:9](=[O:10])[C@@H:8]([CH3:34])[CH2:19][C:20]2[C:28]3[C:23](=[CH:24][CH:25]=[C:26]([N+:29]([O-:31])=[O:30])[CH:27]=3)[NH:22][CH:21]=2)[C@H:12]([C:17]#[N:18])[CH2:13]1. The catalyst class is: 4. (5) Reactant: [CH:1]([OH:4])([CH3:3])[CH3:2].N1C=CC=CC=1.Cl[C:12]([O:14][CH:15]([Cl:17])[CH3:16])=[O:13]. Product: [C:12](=[O:13])([O:4][CH:1]([CH3:3])[CH3:2])[O:14][CH:15]([Cl:17])[CH3:16]. The catalyst class is: 4. (6) Reactant: [Cl:1][C:2]1[C:11]([O:12][CH3:13])=[C:10]([O:14][CH3:15])[C:9]([O:16][CH3:17])=[CH:8][C:3]=1[C:4]([O:6]C)=[O:5].[OH-].[Na+].Cl. Product: [Cl:1][C:2]1[C:11]([O:12][CH3:13])=[C:10]([O:14][CH3:15])[C:9]([O:16][CH3:17])=[CH:8][C:3]=1[C:4]([OH:6])=[O:5]. The catalyst class is: 5. (7) Reactant: [C:1]([NH:5][C:6](=[O:15])[C:7]1[CH:12]=[CH:11][CH:10]=[C:9]([CH2:13]Cl)[CH:8]=1)([CH3:4])([CH3:3])[CH3:2].[N:16]1([C:22]([O:24][C:25]([CH3:28])([CH3:27])[CH3:26])=[O:23])[CH2:21][CH2:20][NH:19][CH2:18][CH2:17]1.C(N(C(C)C)C(C)C)C. Product: [C:1]([NH:5][C:6]([C:7]1[CH:8]=[C:9]([CH:10]=[CH:11][CH:12]=1)[CH2:13][N:19]1[CH2:18][CH2:17][N:16]([C:22]([O:24][C:25]([CH3:28])([CH3:27])[CH3:26])=[O:23])[CH2:21][CH2:20]1)=[O:15])([CH3:4])([CH3:3])[CH3:2]. The catalyst class is: 148.